Dataset: Full USPTO retrosynthesis dataset with 1.9M reactions from patents (1976-2016). Task: Predict the reactants needed to synthesize the given product. (1) Given the product [ClH:30].[CH:54]1([CH2:53][CH2:52][CH2:51][N:48]2[CH2:49][CH2:50][N:45]([C:42]3[CH:43]=[CH:44][C:39]([OH:38])=[C:40]([F:60])[CH:41]=3)[CH2:46][CH2:47]2)[CH2:59][CH2:58][CH2:57][CH2:56][CH2:55]1, predict the reactants needed to synthesize it. The reactants are: C(OC1C=CC(N2CCN(CCCC3CCCCC3)CC2)=CC=1[Cl:30])C1C=CC=CC=1.C([O:38][C:39]1[CH:44]=[CH:43][C:42]([N:45]2[CH2:50][CH2:49][N:48]([CH2:51][CH2:52][CH2:53][CH:54]3[CH2:59][CH2:58][CH2:57][CH2:56][CH2:55]3)[CH2:47][CH2:46]2)=[CH:41][C:40]=1[F:60])C1C=CC=CC=1. (2) Given the product [C:18]([N:21]1[CH2:25][CH2:24][N:23]([C:10]2[C:4]3[C:5](=[CH:6][N:7]=[C:2]([Br:1])[CH:3]=3)[N:8]([CH:12]3[CH2:17][CH2:16][CH2:15][CH2:14][O:13]3)[N:9]=2)[C:22]1=[O:26])(=[O:20])[CH3:19], predict the reactants needed to synthesize it. The reactants are: [Br:1][C:2]1[CH:3]=[C:4]2[C:10](I)=[N:9][N:8]([CH:12]3[CH2:17][CH2:16][CH2:15][CH2:14][O:13]3)[C:5]2=[CH:6][N:7]=1.[C:18]([N:21]1[CH2:25][CH2:24][NH:23][C:22]1=[O:26])(=[O:20])[CH3:19].CNCCNC.C(=O)([O-])[O-].[K+].[K+].O1CCOCC1. (3) Given the product [CH2:5]([O:7][C:8]([C:10]1[N:11]([CH:2]([F:4])[F:3])[N:12]=[C:13]([C:15]2[CH:20]=[CH:19][C:18]([O:21][C:22]([F:25])([F:24])[F:23])=[CH:17][CH:16]=2)[CH:14]=1)=[O:9])[CH3:6].[CH2:5]([O:7][C:8]([C:10]1[CH:14]=[C:13]([C:15]2[CH:20]=[CH:19][C:18]([O:21][C:22]([F:25])([F:24])[F:23])=[CH:17][CH:16]=2)[N:12]([CH:2]([F:4])[F:3])[N:11]=1)=[O:9])[CH3:6], predict the reactants needed to synthesize it. The reactants are: Cl[CH:2]([F:4])[F:3].[CH2:5]([O:7][C:8]([C:10]1[CH:14]=[C:13]([C:15]2[CH:20]=[CH:19][C:18]([O:21][C:22]([F:25])([F:24])[F:23])=[CH:17][CH:16]=2)[NH:12][N:11]=1)=[O:9])[CH3:6].C(=O)([O-])[O-].[K+].[K+]. (4) Given the product [OH:8][C:9]1[C:17]2[N:16]=[C:15]([CH3:18])[N:14]([CH3:19])[C:13]=2[CH:12]=[C:11]([C:20]([O:22][CH3:23])=[O:21])[CH:10]=1, predict the reactants needed to synthesize it. The reactants are: C([O:8][C:9]1[C:17]2[N:16]=[C:15]([CH3:18])[N:14]([CH3:19])[C:13]=2[CH:12]=[C:11]([C:20]([O:22][CH3:23])=[O:21])[CH:10]=1)C1C=CC=CC=1. (5) Given the product [NH2:23][C:24]1[CH:31]=[C:30]([NH:32][C:2]2[N:11]=[C:10]([N:12]3[CH2:17][CH2:16][CH2:15][C@@H:14]([NH:18][C:19](=[O:21])[CH3:20])[CH2:13]3)[C:9]3[C:4](=[CH:5][CH:6]=[CH:7][C:8]=3[CH3:22])[N:3]=2)[CH:29]=[C:26]([C:27]#[N:28])[CH:25]=1, predict the reactants needed to synthesize it. The reactants are: Cl[C:2]1[N:11]=[C:10]([N:12]2[CH2:17][CH2:16][CH2:15][C@@H:14]([NH:18][C:19](=[O:21])[CH3:20])[CH2:13]2)[C:9]2[C:4](=[CH:5][CH:6]=[CH:7][C:8]=2[CH3:22])[N:3]=1.[NH2:23][C:24]1[CH:25]=[C:26]([CH:29]=[C:30]([NH2:32])[CH:31]=1)[C:27]#[N:28].C(N(C(C)C)CC)(C)C.